This data is from Full USPTO retrosynthesis dataset with 1.9M reactions from patents (1976-2016). The task is: Predict the reactants needed to synthesize the given product. (1) Given the product [Cl:1][C:2]1[CH:7]=[C:6]([F:8])[CH:5]=[CH:4][C:3]=1[NH:9][C:10]1[C:11]([NH2:16])=[CH:12][CH:13]=[CH:14][CH:15]=1, predict the reactants needed to synthesize it. The reactants are: [Cl:1][C:2]1[CH:7]=[C:6]([F:8])[CH:5]=[CH:4][C:3]=1[NH:9][C:10]1[CH:15]=[CH:14][CH:13]=[CH:12][C:11]=1[N+:16]([O-])=O. (2) Given the product [NH:40]1[CH2:38][CH2:5][CH:4]([C:20]2[C:21]3[C:26](=[CH:25][CH:24]=[CH:23][CH:22]=3)[N:18]([C:15]3[CH:16]=[CH:17][C:12]([NH:11][C:9]([NH:8][CH2:7][C:3]4[CH:2]=[N:1][CH:6]=[CH:5][CH:4]=4)=[O:10])=[CH:13][CH:14]=3)[CH:27]=2)[CH2:3][CH2:2]1, predict the reactants needed to synthesize it. The reactants are: [N:1]1[CH:6]=[CH:5][CH:4]=[C:3]([CH2:7][NH:8][C:9]([NH:11][C:12]2[CH:17]=[CH:16][C:15]([N:18]3[C:26]4[C:21](=[CH:22][CH:23]=[CH:24][CH:25]=4)[C:20]([C:27](NCCN4CCCC4)=O)=N3)=[CH:14][CH:13]=2)=[O:10])[CH:2]=1.N[C:38]([NH2:40])=O. (3) Given the product [CH3:7][N:6]1[C:2]([N:14]2[CH2:15][CH2:16][N:11]([CH2:17][CH2:18][OH:19])[CH2:12][CH2:13]2)=[C:3]([N+:8]([O-:10])=[O:9])[CH:4]=[N:5]1, predict the reactants needed to synthesize it. The reactants are: Cl[C:2]1[N:6]([CH3:7])[N:5]=[CH:4][C:3]=1[N+:8]([O-:10])=[O:9].[N:11]1([CH2:17][CH2:18][OH:19])[CH2:16][CH2:15][NH:14][CH2:13][CH2:12]1. (4) Given the product [CH3:24][N:23]([CH3:25])[CH2:22][CH2:21][N:18]([CH2:19][CH3:20])[C:16]([CH2:15][NH:14][CH2:1][C:3]1[CH:8]=[C:7]([C:9]([O:11][CH2:12][CH3:13])=[O:10])[CH:6]=[CH:5][N:4]=1)=[O:17], predict the reactants needed to synthesize it. The reactants are: [CH:1]([C:3]1[CH:8]=[C:7]([C:9]([O:11][CH2:12][CH3:13])=[O:10])[CH:6]=[CH:5][N:4]=1)=O.[NH2:14][CH2:15][C:16]([N:18]([CH2:21][CH2:22][N:23]([CH3:25])[CH3:24])[CH2:19][CH3:20])=[O:17]. (5) Given the product [CH3:35][O:34][C:21]1[C:20]2[C:25](=[CH:26][CH:27]=[C:18]([S:16][C:13]3[N:11]4[CH:12]=[C:7]([C:5]5[CH:4]=[N:3][N:2]([CH3:1])[CH:6]=5)[CH:8]=[CH:9][C:10]4=[N:15][N:14]=3)[CH:19]=2)[N:24]=[CH:23][C:22]=1[N:28]1[CH2:33][CH2:32][O:31][CH2:30][CH2:29]1, predict the reactants needed to synthesize it. The reactants are: [CH3:1][N:2]1[CH:6]=[C:5]([C:7]2[CH:8]=[CH:9][C:10]3[N:11]([C:13]([SH:16])=[N:14][N:15]=3)[CH:12]=2)[CH:4]=[N:3]1.Br[C:18]1[CH:19]=[C:20]2[C:25](=[CH:26][CH:27]=1)[N:24]=[CH:23][C:22]([N:28]1[CH2:33][CH2:32][O:31][CH2:30][CH2:29]1)=[C:21]2[O:34][CH3:35].C1(P(C2C=CC=CC=2)C2C3OC4C(=CC=CC=4P(C4C=CC=CC=4)C4C=CC=CC=4)C(C)(C)C=3C=CC=2)C=CC=CC=1.C(N(CC)C(C)C)(C)C.